Regression. Given a peptide amino acid sequence and an MHC pseudo amino acid sequence, predict their binding affinity value. This is MHC class II binding data. From a dataset of Peptide-MHC class II binding affinity with 134,281 pairs from IEDB. The peptide sequence is QVPSASMGRDIKVQF. The MHC is HLA-DPA10103-DPB10401 with pseudo-sequence HLA-DPA10103-DPB10401. The binding affinity (normalized) is 0.117.